The task is: Predict the reaction yield, written as a fraction of the theoretical maximum amount of product (1.0 means a 100% yield; for example, 0.34 means a 34% yield).. This data is from Reaction yield outcomes from USPTO patents with 853,638 reactions. (1) The reactants are [C:1]1([C:7]2[NH:11][CH:10]=[C:9]([CH:12]=[O:13])[CH:8]=2)[CH:6]=[CH:5][CH:4]=[CH:3][CH:2]=1.[H-].[Na+].C1OCCOCCOCCOCCOC1.[Cl:31][C:32]1[N:37]=[CH:36][C:35]([S:38](Cl)(=[O:40])=[O:39])=[CH:34][CH:33]=1. The catalyst is O1CCCC1.C(OCC)(=O)C. The product is [Cl:31][C:32]1[N:37]=[CH:36][C:35]([S:38]([N:11]2[C:7]([C:1]3[CH:6]=[CH:5][CH:4]=[CH:3][CH:2]=3)=[CH:8][C:9]([CH:12]=[O:13])=[CH:10]2)(=[O:40])=[O:39])=[CH:34][CH:33]=1. The yield is 0.730. (2) The reactants are CC1C=CC(S(O[CH2:12][CH:13]2[CH2:17][C:16]3[CH:18]=[CH:19][CH:20]=[C:21]([C:22]4[C:27]([Cl:28])=[CH:26][C:25]([Cl:29])=[CH:24][C:23]=4[Cl:30])[C:15]=3[O:14]2)(=O)=O)=CC=1.[N-:31]=[N+:32]=[N-:33].[Na+].N(CC1CC2C=C(Cl)C=C(C3C=CSC=3)C=2O1)=[N+]=[N-]. No catalyst specified. The product is [N:31]([CH2:12][CH:13]1[CH2:17][C:16]2[CH:18]=[CH:19][CH:20]=[C:21]([C:22]3[C:27]([Cl:28])=[CH:26][C:25]([Cl:29])=[CH:24][C:23]=3[Cl:30])[C:15]=2[O:14]1)=[N+:32]=[N-:33]. The yield is 0.920. (3) The reactants are [Br:1][C:2]1[CH:3]=[C:4]([S:10]([CH2:13][CH2:14][OH:15])(=[O:12])=[O:11])[CH:5]=[CH:6][C:7]=1[O:8][CH3:9].[O:16]1[CH:21]=[CH:20][CH2:19][CH2:18][CH2:17]1.C1(C)C=CC(S([O-])(=O)=O)=CC=1.[NH+]1C=CC=CC=1.CC(=O)OCC. The catalyst is C(Cl)Cl. The product is [Br:1][C:2]1[CH:3]=[C:4]([S:10]([CH2:13][CH2:14][O:15][CH:17]2[CH2:18][CH2:19][CH2:20][CH2:21][O:16]2)(=[O:11])=[O:12])[CH:5]=[CH:6][C:7]=1[O:8][CH3:9]. The yield is 0.856. (4) The reactants are [C:1]([O:5][C:6](=[O:20])[NH:7][C:8]1[CH:13]=[CH:12][C:11]([CH2:14][CH2:15][CH3:16])=[C:10]([N+:17]([O-:19])=[O:18])[CH:9]=1)([CH3:4])([CH3:3])[CH3:2].[CH3:21]I. The catalyst is CN(C=O)C. The product is [C:1]([O:5][C:6](=[O:20])[N:7]([CH3:21])[C:8]1[CH:13]=[CH:12][C:11]([CH2:14][CH2:15][CH3:16])=[C:10]([N+:17]([O-:19])=[O:18])[CH:9]=1)([CH3:2])([CH3:3])[CH3:4]. The yield is 0.520. (5) The reactants are [CH2:1]1[CH2:6][CH2:5][C:4]([CH2:11][NH2:12])([CH2:7][C:8]([OH:10])=[O:9])[CH2:3][CH2:2]1.[CH2:13](O)[CH:14]=[CH2:15].S(Cl)([Cl:19])=O. The catalyst is C(OCC)C. The product is [ClH:19].[NH2:12][CH2:11][C:4]1([CH2:7][C:8]([O:10][CH2:15][CH:14]=[CH2:13])=[O:9])[CH2:3][CH2:2][CH2:1][CH2:6][CH2:5]1. The yield is 0.880. (6) The reactants are Cl[C:2]1[CH:7]=[CH:6][C:5](Cl)=[CH:4][C:3]=1[S:9][CH2:10][C:11]([OH:13])=[O:12].[F:14]C1C=CC(S)=CC=1.[OH-].[K+].BrCC(OCC)=O. The catalyst is O.C(O)C. The product is [F:14][C:6]1[CH:5]=[CH:4][C:3]([S:9][CH2:10][C:11]([OH:13])=[O:12])=[CH:2][CH:7]=1. The yield is 0.700. (7) The reactants are [C:1](Cl)(=[O:3])[CH3:2].[CH3:5][O:6][C:7]1[CH:12]=[CH:11][CH:10]=[C:9]([O:13][CH3:14])[C:8]=1[CH3:15].Cl. The catalyst is C1C=CC=CC=1.Cl[Ti](Cl)(Cl)Cl. The product is [CH3:14][O:13][C:9]1[C:8]([CH3:15])=[C:7]([O:6][CH3:5])[CH:12]=[CH:11][C:10]=1[C:1](=[O:3])[CH3:2]. The yield is 0.950.